This data is from Catalyst prediction with 721,799 reactions and 888 catalyst types from USPTO. The task is: Predict which catalyst facilitates the given reaction. Reactant: [CH2:1]([SH:4])[CH2:2][CH3:3].[H-].[Na+].Br[C:8]1[N:9]=[C:10]([NH:30][CH2:31][C:32]([OH:35])([CH3:34])[CH3:33])[C:11]2[N:12]([C:14]([C:17]3[CH:28]=[CH:27][C:20]([C:21]([NH:23][CH:24]4[CH2:26][CH2:25]4)=[O:22])=[C:19]([CH3:29])[CH:18]=3)=[CH:15][N:16]=2)[CH:13]=1. Product: [CH:24]1([NH:23][C:21](=[O:22])[C:20]2[CH:27]=[CH:28][C:17]([C:14]3[N:12]4[CH:13]=[C:8]([S:4][CH2:1][CH2:2][CH3:3])[N:9]=[C:10]([NH:30][CH2:31][C:32]([OH:35])([CH3:33])[CH3:34])[C:11]4=[N:16][CH:15]=3)=[CH:18][C:19]=2[CH3:29])[CH2:25][CH2:26]1. The catalyst class is: 16.